This data is from Caco-2 cell permeability data measuring drug intestinal absorption for ~900 compounds. The task is: Regression/Classification. Given a drug SMILES string, predict its absorption, distribution, metabolism, or excretion properties. Task type varies by dataset: regression for continuous measurements (e.g., permeability, clearance, half-life) or binary classification for categorical outcomes (e.g., BBB penetration, CYP inhibition). For this dataset (caco2_wang), we predict Y. (1) The drug is C/C=C(\C)C(=O)O[C@H]1[C@@H](OC(C)=O)c2c(ccc3ccc(=O)oc23)OC1(C)C. The Y is -4.58 log Papp (cm/s). (2) The compound is CC1(C)SC2C(NC(=O)C(N)c3ccccc3)C(=O)N2C1C(=O)O. The Y is -6.07 log Papp (cm/s). (3) The drug is Cc1ccc(/C(=C/CN2CCCC2)c2cccc(/C=C/C(=O)O)n2)cc1. The Y is -5.72 log Papp (cm/s). (4) The molecule is CC1(C)S[C@@H]2[C@H](NC(=O)[C@H](N)c3ccccc3)C(=O)N2[C@H]1C(=O)O. The Y is -5.70 log Papp (cm/s). (5) The drug is OCC(O)CO. The Y is -4.83 log Papp (cm/s). (6) The compound is N#Cc1ccc(NCC(F)(F)c2cccc(F)c2)c(F)c1CC(=O)NCCONC(=N)N. The Y is -5.74 log Papp (cm/s). (7) The drug is Cc1nc(-c2c(Cl)cc(Cl)cc2-c2ccc([C@@H](C)NC(=O)C3(NC(=O)C(F)(F)F)CC3)c(F)c2)no1. The Y is -4.64 log Papp (cm/s). (8) The compound is CC[C@H](C)C(=O)O[C@H]1C[C@H](O)C=C2C=C[C@H](C)[C@H](CC[C@@H](O)C[C@@H](O)CC(=O)O)[C@H]21. The Y is -5.84 log Papp (cm/s). (9) The molecule is CC(C)CC[C@@H](O)[C@](C)(O)[C@H]1CC[C@@]2(O)C3=CC(=O)[C@@H]4C[C@@H](O)[C@@H](O)C[C@@]4(C)C3CC[C@]12C. The Y is -4.72 log Papp (cm/s). (10) The drug is Cc1ccc(N2CCN(C(=O)[C@H](C)Cc3ccc(Cl)cc3)CC2)c([C@@H](N)C(C)C)c1. The Y is -5.30 log Papp (cm/s).